Dataset: NCI-60 drug combinations with 297,098 pairs across 59 cell lines. Task: Regression. Given two drug SMILES strings and cell line genomic features, predict the synergy score measuring deviation from expected non-interaction effect. (1) Drug 1: CC12CCC3C(C1CCC2O)C(CC4=C3C=CC(=C4)O)CCCCCCCCCS(=O)CCCC(C(F)(F)F)(F)F. Drug 2: C1CN(CCN1C(=O)CCBr)C(=O)CCBr. Cell line: SW-620. Synergy scores: CSS=4.93, Synergy_ZIP=-2.66, Synergy_Bliss=-2.44, Synergy_Loewe=-3.14, Synergy_HSA=-3.73. (2) Drug 1: C1=NC(=NC(=O)N1C2C(C(C(O2)CO)O)O)N. Drug 2: B(C(CC(C)C)NC(=O)C(CC1=CC=CC=C1)NC(=O)C2=NC=CN=C2)(O)O. Cell line: UACC-257. Synergy scores: CSS=30.8, Synergy_ZIP=-3.07, Synergy_Bliss=-3.91, Synergy_Loewe=-2.07, Synergy_HSA=-1.72. (3) Drug 1: C1=CN(C(=O)N=C1N)C2C(C(C(O2)CO)O)O.Cl. Drug 2: C1=NC2=C(N=C(N=C2N1C3C(C(C(O3)CO)O)F)Cl)N. Cell line: M14. Synergy scores: CSS=14.7, Synergy_ZIP=-3.39, Synergy_Bliss=1.44, Synergy_Loewe=-3.34, Synergy_HSA=2.48.